This data is from Reaction yield outcomes from USPTO patents with 853,638 reactions. The task is: Predict the reaction yield, written as a fraction of the theoretical maximum amount of product (1.0 means a 100% yield; for example, 0.34 means a 34% yield). (1) The reactants are [Cl:1][C:2]1[CH:10]=[C:9]2[C:5]([CH:6]=[CH:7][NH:8]2)=[CH:4][CH:3]=1.[F:11][C:12]([F:23])([F:22])[C:13](O[C:13](=[O:14])[C:12]([F:23])([F:22])[F:11])=[O:14].O. The catalyst is O1CCCC1. The product is [Cl:1][C:2]1[CH:10]=[C:9]2[C:5]([C:6]([C:13](=[O:14])[C:12]([F:23])([F:22])[F:11])=[CH:7][NH:8]2)=[CH:4][CH:3]=1. The yield is 0.930. (2) The reactants are [CH3:1][C:2]1[CH:3]=[CH:4][C:5]([N:8]([C:16]([O:18][C:19]([CH3:22])([CH3:21])[CH3:20])=[O:17])[C:9]([O:11][C:12]([CH3:15])([CH3:14])[CH3:13])=[O:10])=[N:6][CH:7]=1.C1C(=O)N([Br:30])C(=O)C1.C(OOC(=O)C1C=CC=CC=1)(=O)C1C=CC=CC=1. The catalyst is C(Cl)(Cl)(Cl)Cl. The product is [C:12]([O:11][C:9]([N:8]([C:5]1[CH:4]=[CH:3][C:2]([CH2:1][Br:30])=[CH:7][N:6]=1)[C:16]([O:18][C:19]([CH3:22])([CH3:21])[CH3:20])=[O:17])=[O:10])([CH3:15])([CH3:13])[CH3:14]. The yield is 0.650. (3) The reactants are [Cl:1][C:2]1[N:7]=[CH:6][C:5]([CH2:8][NH:9][CH2:10][CH2:11][NH2:12])=[CH:4][CH:3]=1.[F:13][C:14]([F:24])([F:23])[C:15](=[O:22])[CH:16]=[C:17](SC)SC. The catalyst is C(#N)C. The product is [Cl:1][C:2]1[N:7]=[CH:6][C:5]([CH2:8][N:9]2[CH2:10][CH2:11][NH:12][C:17]2=[CH:16][C:15](=[O:22])[C:14]([F:24])([F:23])[F:13])=[CH:4][CH:3]=1. The yield is 0.690. (4) The reactants are [CH3:1][C:2]1[CH:14]=[CH:13][C:12]([N+:15]([O-])=O)=[CH:11][C:3]=1[O:4][C:5]1[CH:6]=[N:7][CH:8]=[CH:9][CH:10]=1.C(O)=O. The catalyst is CO.[Pd]. The product is [CH3:1][C:2]1[CH:14]=[CH:13][C:12]([NH2:15])=[CH:11][C:3]=1[O:4][C:5]1[CH:6]=[N:7][CH:8]=[CH:9][CH:10]=1. The yield is 0.830. (5) The reactants are [OH:1][CH2:2][C:3]([CH3:35])([CH3:34])[CH2:4][N:5]1[C:10](=[O:11])[C:9]([CH2:12][C:13]2[CH:18]=[CH:17][C:16]([C:19]3[C:20]([C:25]#[N:26])=[CH:21][CH:22]=[CH:23][CH:24]=3)=[CH:15][CH:14]=2)=[C:8]([CH2:27][CH2:28][CH3:29])[N:7]2[N:30]=[C:31]([CH3:33])[N:32]=[C:6]12.F[B-](F)(F)F.[H+].[CH3:42][Si](C=[N+]=[N-])(C)C.[Cl-].[OH:50][NH3+:51].[C:52](=[O:55])([O-])O.[Na+]. The catalyst is C(Cl)Cl.C(OCC)(=O)C.CS(C)=O. The product is [CH3:42][O:1][CH2:2][C:3]([CH3:34])([CH3:35])[CH2:4][N:5]1[C:10](=[O:11])[C:9]([CH2:12][C:13]2[CH:14]=[CH:15][C:16]([C:19]3[CH:24]=[CH:23][CH:22]=[CH:21][C:20]=3[C:25]3[NH:26][C:52](=[O:55])[O:50][N:51]=3)=[CH:17][CH:18]=2)=[C:8]([CH2:27][CH2:28][CH3:29])[N:7]2[N:30]=[C:31]([CH3:33])[N:32]=[C:6]12. The yield is 0.300. (6) The reactants are O=[C:2]1[C:7]([CH2:8][N:9]2[C:17](=[O:18])[C:16]3[C:11](=[CH:12][CH:13]=[CH:14][CH:15]=3)[C:10]2=[O:19])=[CH:6][CH:5]=[N:4][NH:3]1.P(Cl)(Cl)([Cl:22])=O. No catalyst specified. The product is [Cl:22][C:2]1[N:3]=[N:4][CH:5]=[CH:6][C:7]=1[CH2:8][N:9]1[C:17](=[O:18])[C:16]2[C:11](=[CH:12][CH:13]=[CH:14][CH:15]=2)[C:10]1=[O:19]. The yield is 0.890. (7) The reactants are [NH2:1][C:2]1[C:7]([NH2:8])=[C:6]([NH:9][C@@H:10]2[C@@H:15]3[CH2:16][C@@H:12]([CH:13]=[CH:14]3)[C@@H:11]2[C:17]([NH2:19])=[O:18])[C:5]([Br:20])=[CH:4][N:3]=1.[Cl:21][C:22]1[N:23]=[C:24]([N:29]([CH3:31])[CH3:30])[S:25][C:26]=1[CH:27]=O.C([O-])(=O)C.[NH4+]. No catalyst specified. The product is [Br:20][C:5]1[C:6]([NH:9][C@@H:10]2[C@@H:15]3[CH2:16][C@@H:12]([CH:13]=[CH:14]3)[C@@H:11]2[C:17]([NH2:19])=[O:18])=[C:7]2[N:8]=[C:27]([C:26]3[S:25][C:24]([N:29]([CH3:31])[CH3:30])=[N:23][C:22]=3[Cl:21])[NH:1][C:2]2=[N:3][CH:4]=1. The yield is 0.330.